Dataset: Reaction yield outcomes from USPTO patents with 853,638 reactions. Task: Predict the reaction yield, written as a fraction of the theoretical maximum amount of product (1.0 means a 100% yield; for example, 0.34 means a 34% yield). (1) The reactants are C(=O)=O.CC(C)=O.[Cl:8][C:9]1[CH:29]=[CH:28][C:12]2[N:13]([CH3:27])[C:14](=[O:26])[CH2:15][N:16]=[C:17]([C:18]3[CH:23]=[CH:22][C:21]([O:24][CH3:25])=[CH:20][CH:19]=3)[C:11]=2[CH:10]=1.CC([O-])(C)C.[K+].[CH3:36][C:37]1[CH:44]=[CH:43][CH:42]=[CH:41][C:38]=1[CH2:39]Br. The catalyst is C1COCC1. The product is [Cl:8][C:9]1[CH:29]=[CH:28][C:12]2[N:13]([CH3:27])[C:14](=[O:26])[CH:15]([CH2:36][C:37]3[CH:44]=[CH:43][CH:42]=[CH:41][C:38]=3[CH3:39])[N:16]=[C:17]([C:18]3[CH:19]=[CH:20][C:21]([O:24][CH3:25])=[CH:22][CH:23]=3)[C:11]=2[CH:10]=1. The yield is 0.840. (2) The reactants are [Br:1][C:2]1[C:6]([CH2:7][CH3:8])=[CH:5][S:4][C:3]=1[CH2:9][CH2:10][C:11]1[CH:16]=[CH:15][N:14]=[C:13]([NH:17]C(=O)OC(C)(C)C)[CH:12]=1.FC(F)(F)C(O)=O. The catalyst is ClCCl. The product is [Br:1][C:2]1[C:6]([CH2:7][CH3:8])=[CH:5][S:4][C:3]=1[CH2:9][CH2:10][C:11]1[CH:16]=[CH:15][N:14]=[C:13]([NH2:17])[CH:12]=1. The yield is 0.560. (3) The reactants are [NH:1]([C:5]1[CH:13]=[CH:12][C:8]([C:9]([OH:11])=[O:10])=[CH:7][CH:6]=1)[C:2]([NH2:4])=[NH:3].S(Cl)(Cl)=O.[CH3:18]O. The catalyst is ClCCl. The product is [CH3:18][O:10][C:9](=[O:11])[C:8]1[CH:12]=[CH:13][C:5]([NH:1][C:2]([NH2:4])=[NH:3])=[CH:6][CH:7]=1. The yield is 1.00. (4) The reactants are [Br:1][C:2]1[CH:8]=[CH:7][C:6]([C:9]([F:12])([F:11])[F:10])=[CH:5][C:3]=1[NH2:4].[CH3:13][S:14](Cl)(=[O:16])=[O:15]. The catalyst is N1C=CC=CC=1. The product is [Br:1][C:2]1[CH:8]=[CH:7][C:6]([C:9]([F:10])([F:11])[F:12])=[CH:5][C:3]=1[NH:4][S:14]([CH3:13])(=[O:16])=[O:15]. The yield is 0.520. (5) The reactants are [N+]([O-])(O)=O.OS(O)(=O)=O.[CH3:10][C:11]1C=C(C=CC=1)C(O)=O.CC1C([N+]([O-])=O)=C(C([N+]([O-])=O)=CC=1)C(O)=O.[CH3:36][C:37]1[C:38]([N+:49]([O-:51])=[O:50])=[CH:39][C:40]([N+:46]([O-:48])=[O:47])=[C:41]([CH:45]=1)[C:42]([OH:44])=[O:43].O=S(Cl)Cl. The catalyst is CCO. The product is [CH2:10]([O:43][C:42](=[O:44])[C:41]1[CH:45]=[C:37]([CH3:36])[C:38]([N+:49]([O-:51])=[O:50])=[CH:39][C:40]=1[N+:46]([O-:48])=[O:47])[CH3:11]. The yield is 0.200.